This data is from Forward reaction prediction with 1.9M reactions from USPTO patents (1976-2016). The task is: Predict the product of the given reaction. Given the reactants [Cl:1][C:2]1[C:7]([CH3:8])=[C:6]([O:9][CH2:10][C:11]([O:13]C)=[O:12])[N:5]=[C:4]([CH:15]2[CH2:17][CH2:16]2)[N:3]=1.N, predict the reaction product. The product is: [Cl:1][C:2]1[C:7]([CH3:8])=[C:6]([O:9][CH2:10][C:11]([OH:13])=[O:12])[N:5]=[C:4]([CH:15]2[CH2:17][CH2:16]2)[N:3]=1.